From a dataset of Full USPTO retrosynthesis dataset with 1.9M reactions from patents (1976-2016). Predict the reactants needed to synthesize the given product. (1) Given the product [CH3:27][C:25]1[CH:24]=[C:23]([C:28]2[CH:33]=[CH:32][C:31]([C:34]([F:37])([F:35])[F:36])=[CH:30][CH:29]=2)[N:22]=[C:21]([C:19]2[CH:18]=[CH:17][N:16]=[C:15]([C:11]3[CH:10]=[C:9]([S:6]([NH2:5])(=[O:8])=[O:7])[CH:14]=[CH:13][CH:12]=3)[CH:20]=2)[CH:26]=1, predict the reactants needed to synthesize it. The reactants are: C([NH:5][S:6]([C:9]1[CH:14]=[CH:13][CH:12]=[C:11]([C:15]2[CH:20]=[C:19]([C:21]3[CH:26]=[C:25]([CH3:27])[CH:24]=[C:23]([C:28]4[CH:33]=[CH:32][C:31]([C:34]([F:37])([F:36])[F:35])=[CH:30][CH:29]=4)[N:22]=3)[CH:18]=[CH:17][N:16]=2)[CH:10]=1)(=[O:8])=[O:7])(C)(C)C.C(O)(C(F)(F)F)=O. (2) Given the product [ClH:42].[N:1]1([C:7]([C:9]2[CH:14]=[CH:13][C:12]([N:15]3[CH:19]=[C:18]([C:20]4[C:28]5[C:23](=[CH:24][CH:25]=[C:26]([CH:29]6[CH2:34][CH2:33][NH:32][CH2:31][CH2:30]6)[CH:27]=5)[NH:22][N:21]=4)[N:17]=[N:16]3)=[CH:11][CH:10]=2)=[O:8])[CH2:2][CH2:3][O:4][CH2:5][CH2:6]1, predict the reactants needed to synthesize it. The reactants are: [N:1]1([C:7]([C:9]2[CH:14]=[CH:13][C:12]([N:15]3[CH:19]=[C:18]([C:20]4[C:28]5[C:23](=[CH:24][CH:25]=[C:26]([CH:29]6[CH2:34][CH2:33][N:32](C(OC(C)(C)C)=O)[CH2:31][CH2:30]6)[CH:27]=5)[NH:22][N:21]=4)[N:17]=[N:16]3)=[CH:11][CH:10]=2)=[O:8])[CH2:6][CH2:5][O:4][CH2:3][CH2:2]1.[ClH:42]. (3) Given the product [CH3:1][O:2][C:3](=[O:16])[CH2:4][N:5]1[C:10]2[CH:11]=[CH:12][CH:13]=[CH:14][C:9]=2[S:8][CH2:7][C:6]1=[S:26], predict the reactants needed to synthesize it. The reactants are: [CH3:1][O:2][C:3](=[O:16])[CH2:4][N:5]1[C:10]2[CH:11]=[CH:12][CH:13]=[CH:14][C:9]=2[S:8][CH2:7][C:6]1=O.COC1C=CC(P2(SP(C3C=CC(OC)=CC=3)(=S)S2)=[S:26])=CC=1.O.C(=O)([O-])O.[Na+]. (4) Given the product [CH2:1]([O:34][C@@H:29]([CH2:28][C:25]1[CH:24]=[CH:23][C:22]([C:18]2[CH:19]=[CH:20][CH:21]=[C:16]([N:14]([CH3:15])[C:13]([NH:12][CH2:5][CH2:6][CH2:7][CH2:8][CH2:9][CH2:10][CH3:11])=[O:35])[CH:17]=2)=[CH:27][CH:26]=1)[C:30]([O:32][CH3:33])=[O:31])[CH:2]=[CH2:3], predict the reactants needed to synthesize it. The reactants are: [CH2:1](Br)[CH:2]=[CH2:3].[CH2:5]([NH:12][C:13](=[O:35])[N:14]([C:16]1[CH:17]=[C:18]([C:22]2[CH:27]=[CH:26][C:25]([CH2:28][C@H:29]([OH:34])[C:30]([O:32][CH3:33])=[O:31])=[CH:24][CH:23]=2)[CH:19]=[CH:20][CH:21]=1)[CH3:15])[CH2:6][CH2:7][CH2:8][CH2:9][CH2:10][CH3:11].